Predict the reactants needed to synthesize the given product. From a dataset of Full USPTO retrosynthesis dataset with 1.9M reactions from patents (1976-2016). (1) Given the product [C:12]([NH:11][C:3]1[C:4]([N+:8]([O-:10])=[O:9])=[CH:5][CH:6]=[CH:7][C:2]=1[O:1][CH2:16][CH2:17][CH2:18][C:19]([O:21][CH2:22][CH3:23])=[O:20])(=[O:14])[CH3:13], predict the reactants needed to synthesize it. The reactants are: [OH:1][C:2]1[CH:7]=[CH:6][CH:5]=[C:4]([N+:8]([O-:10])=[O:9])[C:3]=1[NH:11][C:12](=[O:14])[CH3:13].Br[CH2:16][CH2:17][CH2:18][C:19]([O:21][CH2:22][CH3:23])=[O:20].C(=O)([O-])[O-].[K+].[K+].[I-].[K+]. (2) The reactants are: [C:9](O[C:9]([O:11][C:12]([CH3:15])([CH3:14])[CH3:13])=[O:10])([O:11][C:12]([CH3:15])([CH3:14])[CH3:13])=[O:10].C(N(CC)CC)C.[CH3:23][O:24][C:25]([C:27]1[C:35]2[C:34](=[O:36])[CH2:33][CH2:32][CH2:31][C:30]=2[NH:29][CH:28]=1)=[O:26].C([O-])(O)=O.[Na+]. Given the product [CH3:23][O:24][C:25]([C:27]1[C:35]2[C:34](=[O:36])[CH2:33][CH2:32][CH2:31][C:30]=2[N:29]([C:9]([O:11][C:12]([CH3:13])([CH3:14])[CH3:15])=[O:10])[CH:28]=1)=[O:26], predict the reactants needed to synthesize it. (3) Given the product [O:22]=[C:7]1[CH:6]=[C:5]([CH:2]=[O:1])[C:18]2[C:9](=[C:10]3[CH2:21][CH2:20][CH2:19][N:12]4[CH2:13][CH2:14][CH2:15][C:16]([CH:17]=2)=[C:11]34)[O:8]1, predict the reactants needed to synthesize it. The reactants are: [OH:1][CH:2]([C:5]1[C:18]2[C:9](=[C:10]3[CH2:21][CH2:20][CH2:19][N:12]4[CH2:13][CH2:14][CH2:15][C:16]([CH:17]=2)=[C:11]34)[O:8][C:7](=[O:22])[CH:6]=1)CO. (4) Given the product [NH2:8][C@@H:9]([CH2:38][C:39]1[CH:40]=[CH:41][CH:42]=[CH:43][CH:44]=1)[C@@H:10]([OH:37])[CH2:11][C@@H:12]([NH:26][C:27](=[O:36])[O:28][CH2:29][C:30]1[CH:31]=[CH:32][CH:33]=[CH:34][CH:35]=1)[CH2:13][C:14]1[CH:15]=[CH:16][C:17]([C:20]2[CH:25]=[CH:24][CH:23]=[CH:22][N:21]=2)=[CH:18][CH:19]=1, predict the reactants needed to synthesize it. The reactants are: C(OC([NH:8][C@@H:9]([CH2:38][C:39]1[CH:44]=[CH:43][CH:42]=[CH:41][CH:40]=1)[C@@H:10]([OH:37])[CH2:11][C@@H:12]([NH:26][C:27](=[O:36])[O:28][CH2:29][C:30]1[CH:35]=[CH:34][CH:33]=[CH:32][CH:31]=1)[CH2:13][C:14]1[CH:19]=[CH:18][C:17]([C:20]2[CH:25]=[CH:24][CH:23]=[CH:22][N:21]=2)=[CH:16][CH:15]=1)=O)(C)(C)C.Cl. (5) Given the product [F:19][C:20]([F:29])([F:30])[C:21]1[CH:22]=[C:23]([CH:26]=[CH:27][CH:28]=1)[CH2:24][NH:25][C:17]([C:12]1[C:11]2[CH:10]=[N:9][N:8]([C:5]3[CH:4]=[CH:3][C:2]([F:1])=[CH:7][CH:6]=3)[C:16]=2[CH:15]=[CH:14][N:13]=1)=[O:18], predict the reactants needed to synthesize it. The reactants are: [F:1][C:2]1[CH:7]=[CH:6][C:5]([N:8]2[C:16]3[CH:15]=[CH:14][N:13]=[C:12]([CH2:17][OH:18])[C:11]=3[CH:10]=[N:9]2)=[CH:4][CH:3]=1.[F:19][C:20]([F:30])([F:29])[C:21]1[CH:22]=[C:23]([CH:26]=[CH:27][CH:28]=1)[CH2:24][NH2:25].[C-]#N.[Na+]. (6) Given the product [OH:17]/[C:15](/[C:3]1[CH:2]=[CH:1][C:14]2[CH:13]=[CH:12][C:11]3[C:6]([C:5]=2[CH:4]=1)=[CH:7][CH:8]=[CH:9][CH:10]=3)=[CH:16]\[C:18](=[O:24])[C:19]([O:21][CH3:22])=[O:20], predict the reactants needed to synthesize it. The reactants are: [CH:1]1[C:14]2[CH:13]=[CH:12][C:11]3[C:6](=[CH:7][CH:8]=[CH:9][CH:10]=3)[C:5]=2[CH:4]=[C:3]([C:15](=[O:17])[CH3:16])[CH:2]=1.[C:18](OCC)(=[O:24])[C:19]([O:21][CH2:22]C)=[O:20].[H-].[Na+].Cl. (7) Given the product [Cl:1][C:2]1[CH:3]=[C:4]2[C:8](=[CH:9][CH:10]=1)[N:7]([C:11]1[N:15]([CH3:16])[N:14]=[C:13]([CH3:17])[C:12]=1[CH2:18][CH2:19][CH2:20][OH:21])[CH:6]=[CH:5]2, predict the reactants needed to synthesize it. The reactants are: [Cl:1][C:2]1[CH:3]=[C:4]2[C:8](=[CH:9][CH:10]=1)[N:7]([C:11]1[N:15]([CH3:16])[N:14]=[C:13]([CH3:17])[C:12]=1[CH2:18][CH2:19][C:20](OCC)=[O:21])[CH:6]=[CH:5]2.[H-].C([Al+]CC(C)C)C(C)C.CO.O. (8) The reactants are: [NH2:1][C:2]1[CH:7]=[CH:6][C:5]([C:8]2[S:12][S:11][C:10](=[S:13])[CH:9]=2)=[CH:4][CH:3]=1.[N:14]([O-])=O.[Na+].[C:18]([OH:27])(=[O:26])[C:19]1[C:20](=[CH:22][CH:23]=[CH:24][CH:25]=1)[OH:21].[OH-].[K+].C(=O)([O-])[O-].[Na+].[Na+]. Given the product [OH:21][C:20]1[CH:22]=[CH:23][C:24]([N:14]=[N:1][C:2]2[CH:7]=[CH:6][C:5]([C:8]3[S:12][S:11][C:10](=[S:13])[CH:9]=3)=[CH:4][CH:3]=2)=[CH:25][C:19]=1[C:18]([OH:27])=[O:26], predict the reactants needed to synthesize it.